From a dataset of Catalyst prediction with 721,799 reactions and 888 catalyst types from USPTO. Predict which catalyst facilitates the given reaction. (1) Reactant: Cl[C:2]1[CH:7]=[C:6](Cl)[C:5](Cl)=[CH:4][C:3]=1[C:10]1[CH:15]=[CH:14][CH:13]=[CH:12][CH:11]=1.CN[CH2:18][C@@H:19]([C@H:21]([C@@H:23]([C@@H:25]([CH2:27][OH:28])O)O)O)O.Cl[C:30]1C=C[C:33]([C:31]2[CH:30]=CC=[CH:33][CH:32]=2)=[C:32](Cl)[C:31]=1Cl.Cl.[OH2:45]. Product: [C:27]([OH:28])(=[O:45])[CH2:25][CH2:23]/[CH:21]=[CH:19]\[CH2:18][CH:30]=[CH:31][CH2:32][CH:33]=[CH:11][CH2:12][CH:13]=[CH:14][CH2:15][CH:10]=[CH:3][CH2:4][CH:5]=[CH:6][CH2:7][CH3:2]. The catalyst class is: 11. (2) Reactant: [Br:1][C:2]1[CH:3]=[CH:4][C:5]2[O:9][CH:8]([CH:10]3[CH2:15][CH2:14][NH:13][CH2:12][CH2:11]3)[CH2:7][C:6]=2[CH:16]=1.[C:17](O[C:17]([O:19][C:20]([CH3:23])([CH3:22])[CH3:21])=[O:18])([O:19][C:20]([CH3:23])([CH3:22])[CH3:21])=[O:18]. Product: [C:20]([O:19][C:17]([N:13]1[CH2:12][CH2:11][CH:10]([CH:8]2[CH2:7][C:6]3[CH:16]=[C:2]([Br:1])[CH:3]=[CH:4][C:5]=3[O:9]2)[CH2:15][CH2:14]1)=[O:18])([CH3:23])([CH3:22])[CH3:21]. The catalyst class is: 7. (3) Reactant: [CH2:1]([C:3]1[CH:8]=[CH:7][C:6]([CH2:9][C:10]2[C:11](=[O:19])[NH:12][NH:13][C:14]=2[C:15]([F:18])([F:17])[F:16])=[CH:5][CH:4]=1)[CH3:2].[Si:20](Cl)([C:23]([CH3:26])([CH3:25])[CH3:24])([CH3:22])[CH3:21].N1C=CN=C1.O. Product: [Si:20]([O:19][C:11]1[C:10]([CH2:9][C:6]2[CH:7]=[CH:8][C:3]([CH2:1][CH3:2])=[CH:4][CH:5]=2)=[C:14]([C:15]([F:17])([F:18])[F:16])[NH:13][N:12]=1)([C:23]([CH3:26])([CH3:25])[CH3:24])([CH3:22])[CH3:21]. The catalyst class is: 9. (4) Reactant: [F:1][C:2]1[CH:7]=[C:6]([F:8])[CH:5]=[CH:4][C:3]=1[C:9]1[CH:14]=[CH:13][C:12]([C@@H:15]([N:17]2[CH2:22][CH2:21][C@@:20]([C:27]3[CH:32]=[CH:31][C:30]([F:33])=[CH:29][CH:28]=3)([CH2:23][C:24](=[O:26])[CH3:25])[O:19][C:18]2=[O:34])[CH3:16])=[CH:11][CH:10]=1.[CH3:35][Mg+].[Br-]. Product: [F:1][C:2]1[CH:7]=[C:6]([F:8])[CH:5]=[CH:4][C:3]=1[C:9]1[CH:14]=[CH:13][C:12]([C@@H:15]([N:17]2[CH2:22][CH2:21][C@@:20]([C:27]3[CH:28]=[CH:29][C:30]([F:33])=[CH:31][CH:32]=3)([CH2:23][C:24]([OH:26])([CH3:35])[CH3:25])[O:19][C:18]2=[O:34])[CH3:16])=[CH:11][CH:10]=1. The catalyst class is: 1. (5) Reactant: C([O:3][CH:4](OCC)[CH2:5][CH2:6][C:7]1[CH:16]=[CH:15][C:14]2[C:9](=[CH:10][C:11]([O:17][CH3:18])=[CH:12][CH:13]=2)[N:8]=1)C. Product: [CH3:18][O:17][C:11]1[CH:10]=[C:9]2[C:14]([CH:15]=[CH:16][C:7]([CH2:6][CH2:5][CH:4]=[O:3])=[N:8]2)=[CH:13][CH:12]=1. The catalyst class is: 574. (6) The catalyst class is: 51. Product: [CH2:15]([N:6]1[C:7]([CH3:8])=[C:2]([CH3:1])[CH:3]=[C:4]([O:10][CH3:11])[C:5]1=[O:9])[CH2:16][CH2:17][CH3:18]. Reactant: [CH3:1][C:2]1[CH:3]=[C:4]([O:10][CH3:11])[C:5](=[O:9])[NH:6][C:7]=1[CH3:8].[OH-].[K+].I[CH2:15][CH2:16][CH2:17][CH3:18].